From a dataset of Forward reaction prediction with 1.9M reactions from USPTO patents (1976-2016). Predict the product of the given reaction. (1) Given the reactants [CH3:1][O:2][C:3]1[N:8]=[CH:7][N:6]=[C:5]([CH2:9][N:10]2[C:18]3[C:13](=[N:14][CH:15]=[C:16]([CH3:19])[CH:17]=3)[C:12]([C:20](O)=[O:21])=[CH:11]2)[C:4]=1[CH3:23].C(N(CC)CC)C.CCCP1(OP(CCC)(=O)OP(CCC)(=O)O1)=O.[CH2:49]([CH2:51][NH2:52])[OH:50], predict the reaction product. The product is: [OH:50][CH2:49][CH2:51][NH:52][C:20]([C:12]1[C:13]2=[N:14][CH:15]=[C:16]([CH3:19])[CH:17]=[C:18]2[N:10]([CH2:9][C:5]2[C:4]([CH3:23])=[C:3]([O:2][CH3:1])[N:8]=[CH:7][N:6]=2)[CH:11]=1)=[O:21]. (2) Given the reactants [S:1]([O-:5])([O-:4])(=[O:3])=[O:2].[Ca+2:6], predict the reaction product. The product is: [OH2:2].[S:1]([O-:5])([O-:4])(=[O:3])=[O:2].[Ca+2:6].[Ca+2:6].[S:1]([O-:5])([O-:4])(=[O:3])=[O:2]. (3) Given the reactants [N+:1]([C:4]1[CH:14]=[CH:13][C:7]2[S:8][CH2:9][C:10](=[O:12])[NH:11][C:6]=2[CH:5]=1)([O-:3])=[O:2].Br[CH:16]([CH3:22])[C:17]([O:19][CH2:20][CH3:21])=[O:18].C([O-])([O-])=O.[K+].[K+], predict the reaction product. The product is: [N+:1]([C:4]1[CH:14]=[CH:13][C:7]2[S:8][CH2:9][C:10](=[O:12])[N:11]([CH:16]([CH3:22])[C:17]([O:19][CH2:20][CH3:21])=[O:18])[C:6]=2[CH:5]=1)([O-:3])=[O:2]. (4) Given the reactants [N:1]1[S:5][N:4]=[C:3]2[C:6]([S:10](Cl)(=[O:12])=[O:11])=[CH:7][CH:8]=[CH:9][C:2]=12.Cl.O.[NH:16]1[CH2:21][CH2:20][C:19](=[O:22])[CH2:18][CH2:17]1, predict the reaction product. The product is: [N:1]1[S:5][N:4]=[C:3]2[C:6]([S:10]([N:16]3[CH2:21][CH2:20][C:19](=[O:22])[CH2:18][CH2:17]3)(=[O:12])=[O:11])=[CH:7][CH:8]=[CH:9][C:2]=12. (5) Given the reactants Cl.[F:2][C:3]1[CH:21]=[C:20]([C:22]2[CH:23]=[N:24][N:25]([CH3:27])[CH:26]=2)[CH:19]=[CH:18][C:4]=1[CH2:5][N:6]1[C:14]2[C:9](=[N:10][CH:11]=[CH:12][CH:13]=2)[C:8]([C:15](Cl)=[O:16])=[CH:7]1.C(N(CC)CC)C.Cl.[NH2:36][C@H:37]1[CH2:42][CH2:41][CH2:40][CH2:39][C@H:38]1[OH:43], predict the reaction product. The product is: [F:2][C:3]1[CH:21]=[C:20]([C:22]2[CH:23]=[N:24][N:25]([CH3:27])[CH:26]=2)[CH:19]=[CH:18][C:4]=1[CH2:5][N:6]1[C:14]2[C:9](=[N:10][CH:11]=[CH:12][CH:13]=2)[C:8]([C:15]([NH:36][CH:37]2[CH2:42][CH2:41][CH2:40][CH2:39][CH:38]2[OH:43])=[O:16])=[CH:7]1. (6) Given the reactants C(OC([NH:8][C:9]1[CH:14]=[CH:13][CH:12]=[CH:11][C:10]=1[NH:15][C:16](=[O:30])[C:17]1[CH:22]=[CH:21][C:20]([N:23]2[CH2:28][CH2:27][N:26]([CH3:29])[CH2:25][CH2:24]2)=[CH:19][CH:18]=1)=O)(C)(C)C.C(OCC)C, predict the reaction product. The product is: [NH2:8][C:9]1[CH:14]=[CH:13][CH:12]=[CH:11][C:10]=1[NH:15][C:16](=[O:30])[C:17]1[CH:18]=[CH:19][C:20]([N:23]2[CH2:24][CH2:25][N:26]([CH3:29])[CH2:27][CH2:28]2)=[CH:21][CH:22]=1.